This data is from Full USPTO retrosynthesis dataset with 1.9M reactions from patents (1976-2016). The task is: Predict the reactants needed to synthesize the given product. (1) Given the product [C:35]([C:27]1[C:26]([O:39][CH2:40][CH2:41][CH3:42])=[C:25]([C:10]2[C:9]3[C:13](=[CH:14][CH:15]=[C:7]([C:5]([CH3:6])=[CH:4][C:3]([OH:43])=[O:2])[CH:8]=3)[NH:12][CH:11]=2)[CH:30]=[C:29]([C:31]([CH3:34])([CH3:33])[CH3:32])[CH:28]=1)([CH3:36])([CH3:37])[CH3:38], predict the reactants needed to synthesize it. The reactants are: C[O:2][C:3](=[O:43])[CH:4]=[C:5]([C:7]1[CH:8]=[C:9]2[C:13](=[CH:14][CH:15]=1)[N:12](S(C1C=CC=CC=1)(=O)=O)[CH:11]=[C:10]2[C:25]1[CH:30]=[C:29]([C:31]([CH3:34])([CH3:33])[CH3:32])[CH:28]=[C:27]([C:35]([CH3:38])([CH3:37])[CH3:36])[C:26]=1[O:39][CH2:40][CH2:41][CH3:42])[CH3:6].[OH-].[Na+]. (2) Given the product [Cl:2][C:3]1[C:4]([I:1])=[C:5]2[C:10](=[CH:11][CH:12]=1)[O:9][CH:8]([C:13]([F:16])([F:15])[F:14])[C:7]([C:17]([O:19][CH2:20][CH3:21])=[O:18])=[CH:6]2, predict the reactants needed to synthesize it. The reactants are: [IH:1].[Cl:2][C:3]1[C:4](N)=[C:5]2[C:10](=[CH:11][CH:12]=1)[O:9][CH:8]([C:13]([F:16])([F:15])[F:14])[C:7]([C:17]([O:19][CH2:20][CH3:21])=[O:18])=[CH:6]2.N([O-])=O.[K+].C(=O)([O-])[O-].[K+].[K+]. (3) Given the product [Si:11]([O:10][CH2:9][CH2:8][CH2:7][O:6][C:5]1[CH:18]=[CH:19][C:2]([NH:28][C:25]2[CH:26]=[CH:27][C:22]([O:21][CH3:20])=[CH:23][CH:24]=2)=[CH:3][CH:4]=1)([C:14]([CH3:17])([CH3:16])[CH3:15])([CH3:13])[CH3:12], predict the reactants needed to synthesize it. The reactants are: Br[C:2]1[CH:19]=[CH:18][C:5]([O:6][CH2:7][CH2:8][CH2:9][O:10][Si:11]([C:14]([CH3:17])([CH3:16])[CH3:15])([CH3:13])[CH3:12])=[CH:4][CH:3]=1.[CH3:20][O:21][C:22]1[CH:27]=[CH:26][C:25]([NH2:28])=[CH:24][CH:23]=1.CC(C)([O-])C.[Na+]. (4) Given the product [Br:1][C:2]1[CH:3]=[C:4]([CH:8]=[C:9]([C:11]2[CH:16]=[CH:15][C:14]([CH3:17])=[CH:13][N:12]=2)[CH:10]=1)[C:5]([NH:26][CH2:25][C:22]1[CH:23]=[N:24][C:19]([CH3:18])=[CH:20][CH:21]=1)=[O:7], predict the reactants needed to synthesize it. The reactants are: [Br:1][C:2]1[CH:3]=[C:4]([CH:8]=[C:9]([C:11]2[CH:16]=[CH:15][C:14]([CH3:17])=[CH:13][N:12]=2)[CH:10]=1)[C:5]([OH:7])=O.[CH3:18][C:19]1[N:24]=[CH:23][C:22]([CH2:25][NH2:26])=[CH:21][CH:20]=1.F[P-](F)(F)(F)(F)F.C[N+](C)=C(N(C)C)ON1C2N=CC=CC=2N=N1.C(N(CC)C(C)C)(C)C.CN(C)C=O. (5) Given the product [S:1]1[C:5]([C:6]2[C:14]3[C:9](=[CH:10][CH:11]=[C:12]([C:15]([O:29][CH3:31])=[O:16])[CH:13]=3)[NH:8][N:7]=2)=[CH:4][C:3]2[CH:24]=[CH:25][CH:26]=[CH:27][C:2]1=2, predict the reactants needed to synthesize it. The reactants are: [S:1]1[C:5]([C:6]2[C:14]3[C:9](=[CH:10][CH:11]=[C:12]([C:15](N)=[O:16])[CH:13]=3)[N:8](C3CCCCO3)[N:7]=2)=[CH:4][C:3]2[CH:24]=[CH:25][CH:26]=[CH:27][C:2]1=2.Cl.[OH-:29].[Na+].[CH3:31]O. (6) Given the product [CH3:13][O:7][C:6](=[O:8])[C:5]1[CH:9]=[CH:10][CH:11]=[C:3]([C:1](=[NH:2])[NH:20][OH:21])[CH:4]=1, predict the reactants needed to synthesize it. The reactants are: [C:1]([C:3]1[CH:4]=[C:5]([CH:9]=[CH:10][CH:11]=1)[C:6]([OH:8])=[O:7])#[N:2].[Si](C=[N+]=[N-])(C)(C)[CH3:13].Cl.[NH2:20][OH:21]. (7) Given the product [Cl:1][C:2]1[CH:3]=[C:4]([C:9]23[CH2:10][CH2:11][CH2:12][CH2:13][CH:14]2[CH2:15][NH:16][CH2:17]3)[CH:5]=[CH:6][C:7]=1[Cl:8], predict the reactants needed to synthesize it. The reactants are: [Cl:1][C:2]1[CH:3]=[C:4]([C:9]23[C:17](=O)[NH:16][CH2:15][CH:14]2[CH2:13][CH2:12][CH2:11][CH2:10]3)[CH:5]=[CH:6][C:7]=1[Cl:8].B.Cl.